Dataset: Full USPTO retrosynthesis dataset with 1.9M reactions from patents (1976-2016). Task: Predict the reactants needed to synthesize the given product. (1) Given the product [Br:15][C:14]1[C:10]2[CH:9]=[CH:8][CH:7]=[C:6]([C:4](=[O:5])[CH3:18])[C:11]=2[S:12][C:13]=1[CH3:16], predict the reactants needed to synthesize it. The reactants are: CON(C)[C:4]([C:6]1[C:11]2[S:12][C:13]([CH3:16])=[C:14]([Br:15])[C:10]=2[CH:9]=[CH:8][CH:7]=1)=[O:5].[CH3:18][Mg+].[Br-]. (2) Given the product [NH2:34][C:33]1[C:28]2[N:27]=[C:3]([C:5]3[CH:10]=[CH:9][C:8]([C:11]45[CH2:19][CH2:18][C:15]([CH2:20][C:21]([O:23][CH3:24])=[O:22])([CH2:16][CH2:17]4)[CH2:14][CH2:13][CH2:12]5)=[CH:7][CH:6]=3)[C:2]([CH3:26])([CH3:25])[O:35][C:29]=2[N:30]=[CH:31][N:32]=1, predict the reactants needed to synthesize it. The reactants are: Br[C:2]([CH3:26])([CH3:25])[C:3]([C:5]1[CH:10]=[CH:9][C:8]([C:11]23[CH2:19][CH2:18][C:15]([CH2:20][C:21]([O:23][CH3:24])=[O:22])([CH2:16][CH2:17]2)[CH2:14][CH2:13][CH2:12]3)=[CH:7][CH:6]=1)=O.[NH2:27][C:28]1[C:29]([OH:35])=[N:30][CH:31]=[N:32][C:33]=1[NH2:34].Cl. (3) Given the product [C:1]([C:6]1[CH:7]=[C:8]([Cl:28])[C:9]([N:19]2[CH2:20][CH2:21][CH:22]([C:25]([NH:41][S:38]([CH2:37][C:31]3[CH:32]=[CH:33][C:34]([F:36])=[CH:35][C:30]=3[F:29])(=[O:39])=[O:40])=[O:26])[CH2:23][CH2:24]2)=[N:10][C:11]=1[CH2:12][N:13]1[CH2:17][CH2:16][CH2:15][C:14]1=[O:18])(=[O:5])[CH2:2][CH2:3][CH3:4], predict the reactants needed to synthesize it. The reactants are: [C:1]([C:6]1[CH:7]=[C:8]([Cl:28])[C:9]([N:19]2[CH2:24][CH2:23][CH:22]([C:25](O)=[O:26])[CH2:21][CH2:20]2)=[N:10][C:11]=1[CH2:12][N:13]1[CH2:17][CH2:16][CH2:15][C:14]1=[O:18])(=[O:5])[CH2:2][CH2:3][CH3:4].[F:29][C:30]1[CH:35]=[C:34]([F:36])[CH:33]=[CH:32][C:31]=1[CH2:37][S:38]([NH2:41])(=[O:40])=[O:39].